Dataset: Full USPTO retrosynthesis dataset with 1.9M reactions from patents (1976-2016). Task: Predict the reactants needed to synthesize the given product. (1) Given the product [N:11]1([C:8]2[CH:9]=[CH:10][C:5]([CH2:4][NH:1][C:2]([NH:28][C:23]3[CH:24]=[CH:25][CH:26]=[C:27]4[C:22]=3[CH:21]=[N:20][N:19]4[CH3:18])=[O:3])=[CH:6][CH:7]=2)[CH2:17][CH2:16][CH2:15][CH2:14][CH2:13][CH2:12]1, predict the reactants needed to synthesize it. The reactants are: [N:1]([CH2:4][C:5]1[CH:10]=[CH:9][C:8]([N:11]2[CH2:17][CH2:16][CH2:15][CH2:14][CH2:13][CH2:12]2)=[CH:7][CH:6]=1)=[C:2]=[O:3].[CH3:18][N:19]1[C:27]2[CH:26]=[CH:25][CH:24]=[C:23]([NH2:28])[C:22]=2[CH:21]=[N:20]1.N1C2C=CC=C(N)C=2C=N1. (2) Given the product [CH2:3]1[CH:2]2[CH2:51][CH2:52][CH2:53][CH:6]2[CH2:5][N:4]1[C:7]1[CH:12]=[CH:11][C:10]([NH:13][C:14]([C:16]2[CH:17]=[C:18]([CH:26]=[CH:27][CH:28]=2)[CH2:19][S:20][CH2:21][CH2:22][C:23]([OH:25])=[O:24])=[O:15])=[C:9]([C:29]2[CH:34]=[C:33]([C:35](=[O:48])[NH:36][CH2:37][C:38]3[CH:43]=[CH:42][CH:41]=[C:40]([C:44]([F:45])([F:46])[F:47])[CH:39]=3)[CH:32]=[CH:31][N:30]=2)[CH:8]=1, predict the reactants needed to synthesize it. The reactants are: O1[CH2:6][CH2:5][N:4]([C:7]2[CH:12]=[CH:11][C:10]([NH:13][C:14]([C:16]3[CH:17]=[C:18]([CH:26]=[CH:27][CH:28]=3)[CH2:19][S:20][CH2:21][CH2:22][C:23]([OH:25])=[O:24])=[O:15])=[C:9]([C:29]3[CH:34]=[C:33]([C:35](=[O:48])[NH:36][CH2:37][C:38]4[CH:43]=[CH:42][CH:41]=[C:40]([C:44]([F:47])([F:46])[F:45])[CH:39]=4)[CH:32]=[CH:31][N:30]=3)[CH:8]=2)[CH2:3][CH2:2]1.C1[CH:53]2CCC[CH:52]2[CH2:51]N1. (3) Given the product [C:1]([C:24]1[CH:29]=[CH:28][C:27]([CH:30]2[CH2:35][CH2:34][N:33]([C:36]([O:38][C:39]([CH3:42])([CH3:41])[CH3:40])=[O:37])[CH2:32][CH:31]2[OH:43])=[CH:26][CH:25]=1)#[N:2], predict the reactants needed to synthesize it. The reactants are: [C-:1]#[N:2].[K+].C1(P(C2C=CC=CC=2)C2C=CC=CC=2)C=CC=CC=1.Br[C:24]1[CH:29]=[CH:28][C:27]([CH:30]2[CH2:35][CH2:34][N:33]([C:36]([O:38][C:39]([CH3:42])([CH3:41])[CH3:40])=[O:37])[CH2:32][CH:31]2[OH:43])=[CH:26][CH:25]=1. (4) Given the product [Cl:13][C:6]1[CH:5]=[C:4]([N:14]2[C:19](=[O:20])[NH:18][C:17](=[O:21])[CH:16]=[N:15]2)[CH:3]=[C:2]([Cl:1])[C:7]=1[C:8]([CH3:10])([CH3:9])[C:11]#[N:12], predict the reactants needed to synthesize it. The reactants are: [Cl:1][C:2]1[CH:3]=[C:4]([N:14]2[C:19](=[O:20])[NH:18][C:17](=[O:21])[C:16](C(O)=O)=[N:15]2)[CH:5]=[C:6]([Cl:13])[C:7]=1[C:8]([C:11]#[N:12])([CH3:10])[CH3:9]. (5) Given the product [Si:1]([N:18]1[C@H:19]([CH2:23][OH:24])[CH2:20][C:21]1=[O:22])([C:14]([CH3:17])([CH3:15])[CH3:16])([C:8]1[CH:13]=[CH:12][CH:11]=[CH:10][CH:9]=1)[C:2]1[CH:7]=[CH:6][CH:5]=[CH:4][CH:3]=1, predict the reactants needed to synthesize it. The reactants are: [Si:1]([N:18]1[C:21](=[O:22])[CH2:20][C@H:19]1[C:23](OCC1C=CC=CC=1)=[O:24])([C:14]([CH3:17])([CH3:16])[CH3:15])([C:8]1[CH:13]=[CH:12][CH:11]=[CH:10][CH:9]=1)[C:2]1[CH:7]=[CH:6][CH:5]=[CH:4][CH:3]=1.[BH4-].[Na+]. (6) Given the product [C:35]([O:38][CH2:12][C:10]1[CH:9]=[CH:8][N:7]=[C:6]2[N:5]([C:14]3[CH:15]=[CH:16][C:17]([O:20][Si:21]([CH:22]([CH3:23])[CH3:24])([CH:25]([CH3:26])[CH3:27])[CH:28]([CH3:30])[CH3:29])=[CH:18][CH:19]=3)[C:4](=[O:31])[N:3]([CH2:1][CH3:2])[C:11]=12)(=[O:37])[CH3:36], predict the reactants needed to synthesize it. The reactants are: [CH2:1]([N:3]1[C:11]2[C:6](=[N+:7]([O-])[CH:8]=[CH:9][C:10]=2[CH3:12])[N:5]([C:14]2[CH:19]=[CH:18][C:17]([O:20][Si:21]([CH:28]([CH3:30])[CH3:29])([CH:25]([CH3:27])[CH3:26])[CH:22]([CH3:24])[CH3:23])=[CH:16][CH:15]=2)[C:4]1=[O:31])[CH3:2].[Cl-].[Cl-].[Ca+2].[C:35]([O:38]C(=O)C)(=[O:37])[CH3:36]. (7) Given the product [CH2:1]([S:3]([N:6]1[CH2:11][CH2:10][CH2:9][C@H:8]([NH:12][C:13]2[S:14][C:15]3[CH:21]=[C:20]([OH:22])[CH:19]=[CH:18][C:16]=3[N:17]=2)[CH2:7]1)(=[O:4])=[O:5])[CH3:2], predict the reactants needed to synthesize it. The reactants are: [CH2:1]([S:3]([N:6]1[CH2:11][CH2:10][CH2:9][C@H:8]([NH:12][C:13]2[S:14][C:15]3[CH:21]=[C:20]([O:22]C)[CH:19]=[CH:18][C:16]=3[N:17]=2)[CH2:7]1)(=[O:5])=[O:4])[CH3:2].B(Br)(Br)Br.C(=O)(O)[O-].[Na+].